From a dataset of Reaction yield outcomes from USPTO patents with 853,638 reactions. Predict the reaction yield, written as a fraction of the theoretical maximum amount of product (1.0 means a 100% yield; for example, 0.34 means a 34% yield). The reactants are Br[C:2]1[C:3]([CH3:19])=[C:4]([CH2:12][N:13]2[CH2:18][CH2:17][O:16][CH2:15][CH2:14]2)[N:5]2[C:10]=1[C:9]([NH2:11])=[N:8][CH:7]=[N:6]2.CC1(C)C(C)(C)OB([C:28]2[CH:33]=[CH:32][C:31]([NH:34][C:35]([NH:37][C:38]3[CH:43]=[C:42]([C:44]([F:47])([F:46])[F:45])[CH:41]=[CH:40][N:39]=3)=[O:36])=[CH:30][CH:29]=2)O1.FC1C=CC(C(F)(F)F)=CC=1NC(NC1C=CC(B2OC(C)(C)C(C)(C)O2)=CC=1)=O. No catalyst specified. The product is [NH2:11][C:9]1[C:10]2=[C:2]([C:28]3[CH:29]=[CH:30][C:31]([NH:34][C:35]([NH:37][C:38]4[CH:43]=[C:42]([C:44]([F:46])([F:45])[F:47])[CH:41]=[CH:40][N:39]=4)=[O:36])=[CH:32][CH:33]=3)[C:3]([CH3:19])=[C:4]([CH2:12][N:13]3[CH2:18][CH2:17][O:16][CH2:15][CH2:14]3)[N:5]2[N:6]=[CH:7][N:8]=1. The yield is 0.440.